From a dataset of NCI-60 drug combinations with 297,098 pairs across 59 cell lines. Regression. Given two drug SMILES strings and cell line genomic features, predict the synergy score measuring deviation from expected non-interaction effect. (1) Drug 1: CN(C(=O)NC(C=O)C(C(C(CO)O)O)O)N=O. Drug 2: C1C(C(OC1N2C=NC3=C2NC=NCC3O)CO)O. Cell line: NCIH23. Synergy scores: CSS=55.9, Synergy_ZIP=-1.29, Synergy_Bliss=-3.01, Synergy_Loewe=-4.26, Synergy_HSA=-2.55. (2) Cell line: M14. Drug 1: C1=C(C(=O)NC(=O)N1)N(CCCl)CCCl. Drug 2: C(CCl)NC(=O)N(CCCl)N=O. Synergy scores: CSS=20.0, Synergy_ZIP=-8.11, Synergy_Bliss=-4.06, Synergy_Loewe=-7.07, Synergy_HSA=-5.30.